This data is from Acute oral toxicity (LD50) regression data from Zhu et al.. The task is: Regression/Classification. Given a drug SMILES string, predict its toxicity properties. Task type varies by dataset: regression for continuous values (e.g., LD50, hERG inhibition percentage) or binary classification for toxic/non-toxic outcomes (e.g., AMES mutagenicity, cardiotoxicity, hepatotoxicity). Dataset: ld50_zhu. (1) The drug is CCNc1nc(NC(C)C)nc(OC)n1. The rat oral LD50 is 2.16, given as -log10 of the dose in mol/kg body weight (higher means more acutely toxic). (2) The drug is CSc1nc(N=[N+]=[N-])nc(NC(C)C)n1. The rat oral LD50 is 1.80, given as -log10 of the dose in mol/kg body weight (higher means more acutely toxic). (3) The rat oral LD50 is 2.25, given as -log10 of the dose in mol/kg body weight (higher means more acutely toxic). The molecule is Cc1nc2sccn2c1C=NNC(=O)CN(C)C. (4) The drug is CCOP(=S)(OCC)SCSC(C)(C)C. The rat oral LD50 is 5.26, given as -log10 of the dose in mol/kg body weight (higher means more acutely toxic). (5) The rat oral LD50 is 4.41, given as -log10 of the dose in mol/kg body weight (higher means more acutely toxic). The compound is ClC1=C(Cl)C2(Cl)C3C4OC4C(Cl)C3C1(Cl)C2(Cl)Cl. (6) The compound is FC(F)(F)c1nc2c(Br)c(Cl)c(Cl)c(Cl)c2[nH]1. The rat oral LD50 is 4.95, given as -log10 of the dose in mol/kg body weight (higher means more acutely toxic).